This data is from Forward reaction prediction with 1.9M reactions from USPTO patents (1976-2016). The task is: Predict the product of the given reaction. (1) Given the reactants I[C:2]1[C:3](=[O:17])[NH:4][C:5](=[O:16])[N:6]([CH:15]=1)[C@@H:7]1[O:14][C@H:11]([CH2:12][OH:13])[C@@H:9]([OH:10])[CH2:8]1.[Al].C(N(CC)CC)C.[C:26]([NH:29][C:30](=[O:35])[C:31]([F:34])([F:33])[F:32])#[C:27][CH3:28], predict the reaction product. The product is: [F:32][C:31]([F:34])([F:33])[C:30]([NH:29][CH2:26][C:27]#[C:28][C:2]1[C:3](=[O:17])[NH:4][C:5](=[O:16])[N:6]([CH:15]=1)[C@@H:7]1[O:14][C@H:11]([CH2:12][OH:13])[C@@H:9]([OH:10])[CH2:8]1)=[O:35]. (2) Given the reactants [CH3:1][O:2][C:3]1[CH:4]=[C:5]2[C:10](=[CH:11][C:12]=1[O:13][CH3:14])[N:9]=[CH:8][N:7]=[C:6]2[O:15][C:16]1[CH:22]=[CH:21][C:19]([NH2:20])=[CH:18][CH:17]=1.C(N(CC)CC)C.ClC(Cl)(O[C:34](=[O:40])OC(Cl)(Cl)Cl)Cl.[NH2:42][C:43]1[S:44][CH:45]=[C:46]([CH3:48])[N:47]=1, predict the reaction product. The product is: [CH3:1][O:2][C:3]1[CH:4]=[C:5]2[C:10](=[CH:11][C:12]=1[O:13][CH3:14])[N:9]=[CH:8][N:7]=[C:6]2[O:15][C:16]1[CH:22]=[CH:21][C:19]([NH:20][C:34]([NH:42][C:43]2[S:44][CH:45]=[C:46]([CH3:48])[N:47]=2)=[O:40])=[CH:18][CH:17]=1. (3) Given the reactants C(OC([N:11]1[CH2:15][C:14]([F:17])([F:16])[CH2:13][C@H:12]1[C:18](=[O:31])[NH:19][CH:20]1[CH:27]2[CH2:28][CH:23]3[CH2:24][C:25]([OH:30])([CH2:29][CH:21]1[CH2:22]3)[CH2:26]2)=O)C1C=CC=CC=1, predict the reaction product. The product is: [OH:30][C:25]12[CH2:29][CH:21]3[CH2:22][CH:23]([CH2:28][CH:27]([CH:20]3[NH:19][C:18]([C@@H:12]3[CH2:13][C:14]([F:17])([F:16])[CH2:15][NH:11]3)=[O:31])[CH2:26]1)[CH2:24]2.